This data is from Reaction yield outcomes from USPTO patents with 853,638 reactions. The task is: Predict the reaction yield, written as a fraction of the theoretical maximum amount of product (1.0 means a 100% yield; for example, 0.34 means a 34% yield). The reactants are [F:1][C:2]1[C:7]([NH2:8])=[CH:6][CH:5]=[C:4]([F:9])[C:3]=1[NH:10][C:11]1[C:16]([C:17]2[N:25]=[CH:24][N:23]=[C:22]3[C:18]=2[N:19]=[CH:20][N:21]3[CH:26]2[CH2:31][CH2:30][CH2:29][CH2:28][O:27]2)=[CH:15][CH:14]=[CH:13][N:12]=1.[O:32]1[CH:36]=[CH:35][C:34]([S:37](Cl)(=[O:39])=[O:38])=[CH:33]1.N1C=CC=CC=1. The catalyst is ClCCl. The product is [F:1][C:2]1[C:3]([NH:10][C:11]2[C:16]([C:17]3[N:25]=[CH:24][N:23]=[C:22]4[C:18]=3[N:19]=[CH:20][N:21]4[CH:26]3[CH2:31][CH2:30][CH2:29][CH2:28][O:27]3)=[CH:15][CH:14]=[CH:13][N:12]=2)=[C:4]([F:9])[CH:5]=[CH:6][C:7]=1[NH:8][S:37]([C:34]1[CH:35]=[CH:36][O:32][CH:33]=1)(=[O:39])=[O:38]. The yield is 0.890.